Dataset: Catalyst prediction with 721,799 reactions and 888 catalyst types from USPTO. Task: Predict which catalyst facilitates the given reaction. (1) Reactant: [CH2:1]([O:8][C:9]([N:11]1[CH2:15][CH:14]([CH2:16]C(O)=O)[CH:13]([CH2:20][C:21]([OH:23])=O)[CH2:12]1)=[O:10])[C:2]1[CH:7]=[CH:6][CH:5]=[CH:4][CH:3]=1.C([O-])(=O)C.[Na+]. Product: [O:23]=[C:21]1[CH2:16][C@@H:14]2[CH2:15][N:11]([C:9]([O:8][CH2:1][C:2]3[CH:3]=[CH:4][CH:5]=[CH:6][CH:7]=3)=[O:10])[CH2:12][C@@H:13]2[CH2:20]1. The catalyst class is: 152. (2) Reactant: [Cl:1][C:2]1[CH:3]=[C:4]([C:9]2([C:23]([F:26])([F:25])[F:24])[O:13][N:12]=[C:11]([C:14]3[CH:19]=[CH:18][CH:17]=[C:16]([N+:20]([O-])=O)[CH:15]=3)[CH2:10]2)[CH:5]=[C:6]([Cl:8])[CH:7]=1.C(O)(=O)C. Product: [Cl:1][C:2]1[CH:3]=[C:4]([C:9]2([C:23]([F:25])([F:24])[F:26])[O:13][N:12]=[C:11]([C:14]3[CH:15]=[C:16]([NH2:20])[CH:17]=[CH:18][CH:19]=3)[CH2:10]2)[CH:5]=[C:6]([Cl:8])[CH:7]=1. The catalyst class is: 447. (3) Reactant: [Cl:1][C:2]1[CH:7]=[C:6]([N:8]([CH3:29])[C:9]2[C:10]([CH:26]3[CH2:28][CH2:27]3)=[N:11][C:12]([N:17]3[CH2:22][CH2:21][NH:20][C@H:19]([CH:23]4[CH2:25][CH2:24]4)[CH2:18]3)=[C:13]([CH:16]=2)[C:14]#[N:15])[CH:5]=[CH:4][N:3]=1.[OH:30][CH2:31][CH2:32][C:33]([O-])=[O:34].[Na+].CN(C(ON1N=NC2C=CC=NC1=2)=[N+](C)C)C.F[P-](F)(F)(F)(F)F.CCN(C(C)C)C(C)C. The catalyst class is: 3. Product: [Cl:1][C:2]1[CH:7]=[C:6]([N:8]([CH3:29])[C:9]2[C:10]([CH:26]3[CH2:27][CH2:28]3)=[N:11][C:12]([N:17]3[CH2:22][CH2:21][N:20]([C:31](=[O:30])[CH2:32][CH2:33][OH:34])[C@H:19]([CH:23]4[CH2:25][CH2:24]4)[CH2:18]3)=[C:13]([CH:16]=2)[C:14]#[N:15])[CH:5]=[CH:4][N:3]=1. (4) Reactant: [Cl:1][C:2]1[CH:21]=[C:20]([OH:22])[CH:19]=[C:18]([Cl:23])[C:3]=1[CH2:4][CH:5]1[CH2:9][CH2:8][N:7]([C@@H:10]2[CH2:15][CH2:14][CH2:13][CH2:12][C@@H:11]2[CH3:16])[C:6]1=[O:17].CCN(CC)CC.[O:31](S(C(F)(F)F)(=O)=O)[S:32]([C:35]([F:38])([F:37])[F:36])(=O)=[O:33].O. Product: [F:36][C:35]([F:38])([F:37])[S:32]([O:22][C:20]1[CH:19]=[C:18]([Cl:23])[C:3]([CH2:4][CH:5]2[CH2:9][CH2:8][N:7]([C@@H:10]3[CH2:15][CH2:14][CH2:13][CH2:12][C@@H:11]3[CH3:16])[C:6]2=[O:17])=[C:2]([Cl:1])[CH:21]=1)(=[O:33])=[O:31]. The catalyst class is: 64. (5) Reactant: Cl[CH2:2][C:3]1[CH:8]=[CH:7][C:6]([NH:9][C:10]2[N:15]=[C:14]([NH:16][CH2:17][C:18]3[C:19]([N:24]([CH3:29])[S:25]([CH3:28])(=[O:27])=[O:26])=[N:20][CH:21]=[CH:22][CH:23]=3)[C:13]([C:30]([F:33])([F:32])[F:31])=[CH:12][N:11]=2)=[CH:5][CH:4]=1.[NH2:34][CH:35]([CH2:38][OH:39])[CH2:36][OH:37].[OH-].[Na+].CC(O)C. Product: [OH:37][CH2:36][CH:35]([NH:34][CH2:2][C:3]1[CH:8]=[CH:7][C:6]([NH:9][C:10]2[N:15]=[C:14]([NH:16][CH2:17][C:18]3[C:19]([N:24]([CH3:29])[S:25]([CH3:28])(=[O:27])=[O:26])=[N:20][CH:21]=[CH:22][CH:23]=3)[C:13]([C:30]([F:33])([F:32])[F:31])=[CH:12][N:11]=2)=[CH:5][CH:4]=1)[CH2:38][OH:39]. The catalyst class is: 2. (6) Reactant: [CH3:1][Si](C=[N+]=[N-])(C)C.[OH:8][C:9]1[CH:17]=[C:16]2[C:12]([CH:13]=[C:14]([C:18]([OH:20])=[O:19])[NH:15]2)=[CH:11][CH:10]=1. Product: [OH:8][C:9]1[CH:17]=[C:16]2[C:12]([CH:13]=[C:14]([C:18]([O:20][CH3:1])=[O:19])[NH:15]2)=[CH:11][CH:10]=1. The catalyst class is: 5.